Dataset: NCI-60 drug combinations with 297,098 pairs across 59 cell lines. Task: Regression. Given two drug SMILES strings and cell line genomic features, predict the synergy score measuring deviation from expected non-interaction effect. (1) Drug 1: COC1=C(C=C2C(=C1)N=CN=C2NC3=CC(=C(C=C3)F)Cl)OCCCN4CCOCC4. Drug 2: CC(C)NC(=O)C1=CC=C(C=C1)CNNC.Cl. Cell line: HCC-2998. Synergy scores: CSS=11.1, Synergy_ZIP=-0.897, Synergy_Bliss=0.237, Synergy_Loewe=-7.62, Synergy_HSA=-0.944. (2) Drug 1: CC12CCC3C(C1CCC2=O)CC(=C)C4=CC(=O)C=CC34C. Drug 2: CNC(=O)C1=NC=CC(=C1)OC2=CC=C(C=C2)NC(=O)NC3=CC(=C(C=C3)Cl)C(F)(F)F. Cell line: RXF 393. Synergy scores: CSS=54.4, Synergy_ZIP=1.11, Synergy_Bliss=0.849, Synergy_Loewe=-4.56, Synergy_HSA=1.91. (3) Drug 1: CC1=C2C(C(=O)C3(C(CC4C(C3C(C(C2(C)C)(CC1OC(=O)C(C(C5=CC=CC=C5)NC(=O)OC(C)(C)C)O)O)OC(=O)C6=CC=CC=C6)(CO4)OC(=O)C)OC)C)OC. Drug 2: CN(CC1=CN=C2C(=N1)C(=NC(=N2)N)N)C3=CC=C(C=C3)C(=O)NC(CCC(=O)O)C(=O)O. Cell line: NCIH23. Synergy scores: CSS=36.6, Synergy_ZIP=-8.65, Synergy_Bliss=-7.50, Synergy_Loewe=-17.7, Synergy_HSA=-3.92. (4) Drug 1: CS(=O)(=O)C1=CC(=C(C=C1)C(=O)NC2=CC(=C(C=C2)Cl)C3=CC=CC=N3)Cl. Synergy scores: CSS=2.22, Synergy_ZIP=-1.96, Synergy_Bliss=-6.67, Synergy_Loewe=-8.56, Synergy_HSA=-9.15. Drug 2: C#CCC(CC1=CN=C2C(=N1)C(=NC(=N2)N)N)C3=CC=C(C=C3)C(=O)NC(CCC(=O)O)C(=O)O. Cell line: HCC-2998. (5) Drug 2: C(CCl)NC(=O)N(CCCl)N=O. Drug 1: C1=NC2=C(N=C(N=C2N1C3C(C(C(O3)CO)O)F)Cl)N. Cell line: BT-549. Synergy scores: CSS=39.5, Synergy_ZIP=-0.110, Synergy_Bliss=1.26, Synergy_Loewe=-61.9, Synergy_HSA=2.03.